Dataset: Full USPTO retrosynthesis dataset with 1.9M reactions from patents (1976-2016). Task: Predict the reactants needed to synthesize the given product. Given the product [F:78][C:72]1[C:73]([F:77])=[CH:74][CH:75]=[CH:76][C:71]=1[CH2:70][S:69][C:52]1[N:51]=[C:50]([NH:8][S:5]([N:1]2[CH2:4][CH2:3][CH2:2]2)(=[O:7])=[O:6])[CH:55]=[C:54]([O:56][C@@H:57]([C@@H:86]2[CH2:85][O:84][C:83]([CH3:82])([CH3:9])[O:81]2)[CH3:58])[N:53]=1, predict the reactants needed to synthesize it. The reactants are: [N:1]1([S:5]([NH2:8])(=[O:7])=[O:6])[CH2:4][CH2:3][CH2:2]1.[CH:9]1(P(C2CCCCC2)C2C=CC=CC=2C2C(C(C)C)=CC(C(C)C)=CC=2C(C)C)CCCCC1.C(=O)([O-])[O-].[Cs+].[Cs+].Cl[C:50]1[CH:55]=[C:54]([O:56][CH:57]2COC(C3C=CC=CC=3)O[CH2:58]2)[N:53]=[C:52]([S:69][CH2:70][C:71]2[CH:76]=[CH:75][CH:74]=[C:73]([F:77])[C:72]=2[F:78])[N:51]=1.[Cl-].[NH4+].[O:81]1[CH2:86][CH2:85][O:84][CH2:83][CH2:82]1.